From a dataset of Catalyst prediction with 721,799 reactions and 888 catalyst types from USPTO. Predict which catalyst facilitates the given reaction. (1) Reactant: I[C:2]1[C:3]([CH3:13])=[CH:4][C:5]([CH3:12])=[C:6]([CH:11]=1)[C:7]([O:9][CH3:10])=[O:8].[CH3:14][N:15](C)C=O. Product: [C:14]([C:2]1[C:3]([CH3:13])=[CH:4][C:5]([CH3:12])=[C:6]([CH:11]=1)[C:7]([O:9][CH3:10])=[O:8])#[N:15]. The catalyst class is: 380. (2) Reactant: C([Cu])#N.C([Li])CCC.[SnH:9]([CH2:18][CH2:19][CH2:20][CH3:21])([CH2:14][CH2:15][CH2:16][CH3:17])[CH2:10][CH2:11][CH2:12][CH3:13].[H][H].[CH3:24]/[C:25](/[C:29]#[CH:30])=[CH:26]\[CH2:27][OH:28].[NH4+].[OH-].[NH4+].[Cl-]. The catalyst class is: 1. Product: [CH2:18]([Sn:9]([CH2:10][CH2:11][CH2:12][CH3:13])([CH2:14][CH2:15][CH2:16][CH3:17])/[CH:30]=[CH:29]/[C:25](/[CH3:24])=[CH:26]/[CH2:27][OH:28])[CH2:19][CH2:20][CH3:21]. (3) Reactant: [F:1][C:2]([F:11])([F:10])[C:3]1[CH:4]=[C:5]([OH:9])[CH:6]=[CH:7][CH:8]=1.[H-].[Na+].[CH3:14][C:15]1[C:20]([F:21])=[C:19](F)[N:18]=[C:17]([F:23])[C:16]=1[F:24]. Product: [CH3:14][C:15]1[C:20]([F:21])=[C:19]([O:9][C:5]2[CH:6]=[CH:7][CH:8]=[C:3]([C:2]([F:10])([F:11])[F:1])[CH:4]=2)[N:18]=[C:17]([F:23])[C:16]=1[F:24]. The catalyst class is: 618.